From a dataset of Forward reaction prediction with 1.9M reactions from USPTO patents (1976-2016). Predict the product of the given reaction. Given the reactants [CH2:1]([N:4]1[C:12]2[C:11](=[O:13])[NH:10][C:9]([NH2:14])=[N:8][C:7]=2[N:6]([C@@H:15]2[C@@H:22]3[C@@H:18]([O:19][C:20]([CH3:24])([CH3:23])[O:21]3)[C@H:17]([CH2:25][OH:26])[O:16]2)[C:5]1=[O:27])[CH:2]=[CH2:3].N1C=CC=CC=1.[C:34](Cl)(=[O:45])[O:35][C:36]1[CH:41]=[CH:40][C:39]([N+:42]([O-:44])=[O:43])=[CH:38][CH:37]=1, predict the reaction product. The product is: [C:34](=[O:45])([O:35][C:36]1[CH:37]=[CH:38][C:39]([N+:42]([O-:44])=[O:43])=[CH:40][CH:41]=1)[O:26][CH2:25][C@H:17]1[C@H:18]2[C@H:22]([O:21][C:20]([CH3:23])([CH3:24])[O:19]2)[C@@H:15]([N:6]2[C:5](=[O:27])[N:4]([CH2:1][CH:2]=[CH2:3])[C:12]3[C:11](=[O:13])[NH:10][C:9]([NH2:14])=[N:8][C:7]2=3)[O:16]1.